From a dataset of NCI-60 drug combinations with 297,098 pairs across 59 cell lines. Regression. Given two drug SMILES strings and cell line genomic features, predict the synergy score measuring deviation from expected non-interaction effect. (1) Drug 1: C1CC(=O)NC(=O)C1N2CC3=C(C2=O)C=CC=C3N. Drug 2: COC1=C(C=C2C(=C1)N=CN=C2NC3=CC(=C(C=C3)F)Cl)OCCCN4CCOCC4. Cell line: MOLT-4. Synergy scores: CSS=-8.44, Synergy_ZIP=-4.49, Synergy_Bliss=-13.4, Synergy_Loewe=-31.3, Synergy_HSA=-16.8. (2) Drug 1: CC1=C(C=C(C=C1)NC2=NC=CC(=N2)N(C)C3=CC4=NN(C(=C4C=C3)C)C)S(=O)(=O)N.Cl. Drug 2: C1CN(CCN1C(=O)CCBr)C(=O)CCBr. Cell line: HL-60(TB). Synergy scores: CSS=6.43, Synergy_ZIP=4.95, Synergy_Bliss=-14.1, Synergy_Loewe=-53.7, Synergy_HSA=-28.8.